Dataset: Forward reaction prediction with 1.9M reactions from USPTO patents (1976-2016). Task: Predict the product of the given reaction. (1) Given the reactants [CH:1]1([CH2:4][O:5][C:6]2[CH:14]=[CH:13][C:12]([S:15]([CH3:18])(=[O:17])=[O:16])=[CH:11][C:7]=2[C:8]([OH:10])=O)[CH2:3][CH2:2]1.[N:19]1([C:25]2[S:26][C:27]([C:30]#[N:31])=[CH:28][N:29]=2)[CH2:24][CH2:23][NH:22][CH2:21][CH2:20]1, predict the reaction product. The product is: [CH:1]1([CH2:4][O:5][C:6]2[CH:14]=[CH:13][C:12]([S:15]([CH3:18])(=[O:17])=[O:16])=[CH:11][C:7]=2[C:8]([N:22]2[CH2:23][CH2:24][N:19]([C:25]3[S:26][C:27]([C:30]#[N:31])=[CH:28][N:29]=3)[CH2:20][CH2:21]2)=[O:10])[CH2:2][CH2:3]1. (2) Given the reactants O[C:2]1[CH:3]=[C:4]([CH:7]=[C:8]([OH:10])[CH:9]=1)[CH:5]=[O:6].FC(F)(F)S([O:16][CH2:17][C:18]([F:29])([F:28])[CH2:19]OS(C(F)(F)F)(=O)=O)(=O)=O.C(=O)([O-])[O-].[Cs+].[Cs+], predict the reaction product. The product is: [F:28][C:18]1([F:29])[CH2:17][O:16][C:9]2[CH:2]=[CH:3][C:4]([CH:5]=[O:6])=[CH:7][C:8]=2[O:10][CH2:19]1. (3) Given the reactants [C:1]([O:5][C:6](=[O:13])[NH:7][C@H:8]1[CH2:11][C@@H:10]([NH2:12])[CH2:9]1)([CH3:4])([CH3:3])[CH3:2].Cl[C:15]1[S:16][C:17]2[CH:23]=[CH:22][CH:21]=[CH:20][C:18]=2[N:19]=1.C(N(CC)C(C)C)(C)C, predict the reaction product. The product is: [C:1]([O:5][C:6](=[O:13])[NH:7][C@H:8]1[CH2:11][C@@H:10]([NH:12][C:15]2[S:16][C:17]3[CH:23]=[CH:22][CH:21]=[CH:20][C:18]=3[N:19]=2)[CH2:9]1)([CH3:4])([CH3:2])[CH3:3]. (4) Given the reactants [F:1][C:2]1[CH:7]=[CH:6][C:5](I)=[CH:4][CH:3]=1.[O:9]1[CH:13]=[CH:12][N:11]=[CH:10]1, predict the reaction product. The product is: [F:1][C:2]1[CH:7]=[CH:6][C:5]([C:10]2[O:9][CH:13]=[CH:12][N:11]=2)=[CH:4][CH:3]=1.